This data is from Acute oral toxicity (LD50) regression data from Zhu et al.. The task is: Regression/Classification. Given a drug SMILES string, predict its toxicity properties. Task type varies by dataset: regression for continuous values (e.g., LD50, hERG inhibition percentage) or binary classification for toxic/non-toxic outcomes (e.g., AMES mutagenicity, cardiotoxicity, hepatotoxicity). Dataset: ld50_zhu. (1) The molecule is Oc1cc(Cl)c(Cl)cc1Cl. The rat oral LD50 is 2.38, given as -log10 of the dose in mol/kg body weight (higher means more acutely toxic). (2) The drug is CCOP(=S)(CC)Sc1ccc(Cl)cc1. The rat oral LD50 is 4.94, given as -log10 of the dose in mol/kg body weight (higher means more acutely toxic).